From a dataset of Reaction yield outcomes from USPTO patents with 853,638 reactions. Predict the reaction yield, written as a fraction of the theoretical maximum amount of product (1.0 means a 100% yield; for example, 0.34 means a 34% yield). (1) The reactants are CS(C)=O.C(Cl)(=O)C(Cl)=O.[CH2:11]([O:18][CH2:19][CH2:20][CH2:21][OH:22])[C:12]1[CH:17]=[CH:16][CH:15]=[CH:14][CH:13]=1.C(N(CC)CC)C. The catalyst is ClCCl. The product is [CH2:11]([O:18][CH2:19][CH2:20][CH:21]=[O:22])[C:12]1[CH:17]=[CH:16][CH:15]=[CH:14][CH:13]=1. The yield is 0.400. (2) The reactants are [F:1][C:2]1[CH:9]=[CH:8][C:5]([CH:6]=O)=[CH:4][CH:3]=1.[C:10](#[N:14])[CH2:11][C:12]#[N:13].C(N(CC)CC)C.[C:22]1([N:28]2[C:32](=[O:33])[CH2:31][C:30]([C:34]3[CH:39]=[CH:38][CH:37]=[CH:36][CH:35]=3)=[N:29]2)[CH:27]=[CH:26][CH:25]=[CH:24][CH:23]=1. The catalyst is C(O)C. The product is [NH2:13][C:12]1[O:33][C:32]2[N:28]([C:22]3[CH:23]=[CH:24][CH:25]=[CH:26][CH:27]=3)[N:29]=[C:30]([C:34]3[CH:35]=[CH:36][CH:37]=[CH:38][CH:39]=3)[C:31]=2[CH:6]([C:5]2[CH:8]=[CH:9][C:2]([F:1])=[CH:3][CH:4]=2)[C:11]=1[C:10]#[N:14]. The yield is 0.200. (3) The reactants are [CH3:1][O:2][C:3]([C:5]1[CH:10]=[CH:9][C:8]([CH3:11])=[CH:7][N+:6]=1[O-])=[O:4].P(Cl)(Cl)([Cl:15])=O. The catalyst is C(Cl)(Cl)Cl. The product is [Cl:15][C:7]1[N:6]=[C:5]([C:3]([O:2][CH3:1])=[O:4])[CH:10]=[CH:9][C:8]=1[CH3:11]. The yield is 0.570. (4) The reactants are [CH2:1]([OH:13])[CH2:2][O:3][CH2:4][CH2:5][O:6][CH2:7][CH2:8][O:9][CH2:10][CH2:11][OH:12].[OH-].[Na+].[CH2:16](Cl)[C:17]1[CH:22]=[CH:21][CH:20]=[CH:19][CH:18]=1. The catalyst is [Na+].[Cl-]. The product is [CH2:16]([O:12][CH2:11][CH2:10][O:9][CH2:8][CH2:7][O:6][CH2:5][CH2:4][O:3][CH2:2][CH2:1][OH:13])[C:17]1[CH:22]=[CH:21][CH:20]=[CH:19][CH:18]=1. The yield is 0.710. (5) The reactants are [CH3:1][N:2]([CH3:26])[CH2:3][CH2:4][O:5][C:6]1[C:14]2[NH:13][C:12]3[CH2:15][CH2:16][N:17](C(OC(C)(C)C)=O)[CH2:18][C:11]=3[C:10]=2[CH:9]=[CH:8][CH:7]=1. The catalyst is Cl. The product is [CH3:1][N:2]([CH3:26])[CH2:3][CH2:4][O:5][C:6]1[C:14]2[NH:13][C:12]3[CH2:15][CH2:16][NH:17][CH2:18][C:11]=3[C:10]=2[CH:9]=[CH:8][CH:7]=1. The yield is 0.930. (6) The reactants are C(OC([N:8]1[CH2:13][CH2:12][N:11]([CH:14]([C:16](=[O:28])[NH:17][CH:18]2[CH:25]3[CH2:26][CH:21]4[CH2:22][CH:23]([CH2:27][CH:19]2[CH2:20]4)[CH2:24]3)[CH3:15])[CH2:10][CH2:9]1)=O)(C)(C)C.[ClH:29]. The catalyst is O1CCOCC1. The product is [ClH:29].[CH:19]12[CH2:27][CH:23]3[CH2:22][CH:21]([CH2:26][CH:25]([CH2:24]3)[CH:18]1[NH:17][C:16](=[O:28])[CH:14]([N:11]1[CH2:12][CH2:13][NH:8][CH2:9][CH2:10]1)[CH3:15])[CH2:20]2. The yield is 0.990. (7) The reactants are [H-].[Na+].Cl.[NH2:4][CH:5]1[CH2:14][C:13]2[C:8](=[CH:9][CH:10]=[CH:11][CH:12]=2)[NH:7][C:6]1=[O:15].[CH3:16][O:17][CH2:18][CH2:19]Br. The catalyst is CN(C=O)C.CCOC(C)=O. The product is [NH2:4][CH:5]1[CH2:14][C:13]2[C:8](=[CH:9][CH:10]=[CH:11][CH:12]=2)[N:7]([CH2:19][CH2:18][O:17][CH3:16])[C:6]1=[O:15]. The yield is 0.780.